From a dataset of Full USPTO retrosynthesis dataset with 1.9M reactions from patents (1976-2016). Predict the reactants needed to synthesize the given product. (1) Given the product [C:1]([OH:20])(=[O:19])[CH2:2][CH2:3][CH2:4][CH2:5]/[CH:6]=[CH:7]\[CH2:8][CH2:9][CH2:10][CH2:11][CH2:12][CH2:13][CH2:14][CH2:15][CH2:16][CH2:17][CH3:18].[C:41]([OH:62])(=[O:61])[CH2:42][CH2:43][CH2:44]/[CH:45]=[CH:46]\[CH2:47]/[CH:48]=[CH:49]\[CH2:50]/[CH:51]=[CH:52]\[CH2:53]/[CH:54]=[CH:55]\[CH2:56][CH2:57][CH2:58][CH2:59][CH3:60], predict the reactants needed to synthesize it. The reactants are: [C:1]([OH:20])(=[O:19])[CH2:2][CH2:3][CH2:4][CH2:5][CH2:6][CH2:7][CH2:8]/[CH:9]=[CH:10]\[CH2:11][CH2:12][CH2:13][CH2:14][CH2:15][CH2:16][CH2:17][CH3:18].C(O)(=O)CCCCCCC/C=C\C/C=C\CCCCC.[C:41]([OH:62])(=[O:61])[CH2:42][CH2:43][CH2:44][CH2:45][CH2:46][CH2:47][CH2:48]/[CH:49]=[CH:50]\[CH2:51][CH2:52][CH2:53][CH2:54][CH2:55][CH2:56][CH2:57][CH2:58][CH2:59][CH3:60].C(O)(=O)CCCCCCCCCCC/C=C\CCCCCCCC. (2) Given the product [F:1][C:2]1[CH:3]=[C:4]([CH:5]=[C:6]([F:19])[C:7]=1[O:8][C:9]1[CH:14]=[CH:13][N:12]=[C:11]([C:15]([F:16])([F:17])[F:18])[CH:10]=1)[CH2:20][O:21][C:35]1[CH:36]=[C:37]2[NH:29][C:30]([CH3:41])([CH3:40])[CH2:31][N:32]2[C:33](=[O:39])[N:34]=1, predict the reactants needed to synthesize it. The reactants are: [F:1][C:2]1[CH:3]=[C:4]([CH2:20][OH:21])[CH:5]=[C:6]([F:19])[C:7]=1[O:8][C:9]1[CH:14]=[CH:13][N:12]=[C:11]([C:15]([F:18])([F:17])[F:16])[CH:10]=1.C(OC([N:29]1[C:37]2[N:32]([C:33](=[O:39])[N:34]=[C:35](Cl)[CH:36]=2)[CH2:31][C:30]1([CH3:41])[CH3:40])=O)(C)(C)C.